From a dataset of Full USPTO retrosynthesis dataset with 1.9M reactions from patents (1976-2016). Predict the reactants needed to synthesize the given product. (1) Given the product [N:26]1([CH2:31][CH2:32][O:33][C:18]([N:11]2[C:12]3[C:17](=[CH:16][CH:15]=[CH:14][CH:13]=3)/[C:9](=[CH:8]/[C:3]3[NH:4][C:5]([CH3:7])=[CH:6][C:2]=3[CH3:1])/[C:10]2=[O:25])=[O:19])[CH2:30][CH2:29][CH2:28][CH2:27]1, predict the reactants needed to synthesize it. The reactants are: [CH3:1][C:2]1[CH:6]=[C:5]([CH3:7])[NH:4][C:3]=1/[CH:8]=[C:9]1\[C:10](=[O:25])[N:11]([C:18](N2C=CN=C2)=[O:19])[C:12]2[C:17]\1=[CH:16][CH:15]=[CH:14][CH:13]=2.[N:26]1([CH2:31][CH2:32][OH:33])[CH2:30][CH2:29][CH2:28][CH2:27]1.C(O)(C(F)(F)F)=O.ClCCl. (2) Given the product [O:19]1[CH2:20][CH2:21][N:16]([C:4]2[C:5]3[S:10][C:9]([C:11]4[N:12]=[CH:13][S:14][CH:15]=4)=[N:8][C:6]=3[N:7]=[C:2]([C:29]3[CH:28]=[N:30][C:2]([NH2:7])=[N:3][CH:4]=3)[N:3]=2)[CH2:17][CH2:18]1, predict the reactants needed to synthesize it. The reactants are: Cl[C:2]1[N:3]=[C:4]([N:16]2[CH2:21][CH2:20][O:19][CH2:18][CH2:17]2)[C:5]2[S:10][C:9]([C:11]3[N:12]=[CH:13][S:14][CH:15]=3)=[N:8][C:6]=2[N:7]=1.C(=O)([O-])[O-].[Na+].[Na+].[C:28](#[N:30])[CH3:29]. (3) Given the product [CH:40]1([C:43]([NH:1][C:2]2[CH:7]=[C:6]([O:8][C:9]3[CH:10]=[CH:11][C:12]([NH:15][C:16]([C:18]4[C:19](=[O:33])[N:20]([C:27]5[CH:28]=[CH:29][CH:30]=[CH:31][CH:32]=5)[N:21]5[CH2:26][CH2:25][O:24][CH2:23][C:22]=45)=[O:17])=[N:13][CH:14]=3)[CH:5]=[CH:4][N:3]=2)=[O:44])[CH2:42][CH2:41]1, predict the reactants needed to synthesize it. The reactants are: [NH2:1][C:2]1[CH:7]=[C:6]([O:8][C:9]2[CH:10]=[CH:11][C:12]([NH:15][C:16]([C:18]3[C:19](=[O:33])[N:20]([C:27]4[CH:32]=[CH:31][CH:30]=[CH:29][CH:28]=4)[N:21]4[CH2:26][CH2:25][O:24][CH2:23][C:22]=34)=[O:17])=[N:13][CH:14]=2)[CH:5]=[CH:4][N:3]=1.N1C=CC=CC=1.[CH:40]1([C:43](Cl)=[O:44])[CH2:42][CH2:41]1. (4) Given the product [CH3:1][C:2]1[CH:7]=[C:6]([CH3:8])[N:5]=[C:4]([N:9]2[CH2:14][CH2:13][N:12]([C:15]3[CH:20]=[CH:19][C:18]([NH2:21])=[CH:17][CH:16]=3)[CH2:11][CH2:10]2)[CH:3]=1, predict the reactants needed to synthesize it. The reactants are: [CH3:1][C:2]1[CH:7]=[C:6]([CH3:8])[N:5]=[C:4]([N:9]2[CH2:14][CH2:13][N:12]([C:15]3[CH:20]=[CH:19][C:18]([N+:21]([O-])=O)=[CH:17][CH:16]=3)[CH2:11][CH2:10]2)[CH:3]=1.